Task: Predict the reaction yield, written as a fraction of the theoretical maximum amount of product (1.0 means a 100% yield; for example, 0.34 means a 34% yield).. Dataset: Reaction yield outcomes from USPTO patents with 853,638 reactions The reactants are [C:1]([C:4]1[C:9]([F:10])=[CH:8][NH+:7]=[CH:6][C:5]=1[CH:11]1[CH2:13][CH2:12]1)([OH:3])=O.FC(F)(F)C([O-])=O.Br.[N:22]1([C:28]([NH2:30])=[NH:29])[CH2:27][CH2:26][O:25][CH2:24][CH2:23]1. No catalyst specified. The product is [CH:11]1([C:5]2[CH:6]=[N:7][CH:8]=[C:9]([F:10])[C:4]=2[C:1]([NH:30][C:28](=[NH:29])[N:22]2[CH2:27][CH2:26][O:25][CH2:24][CH2:23]2)=[O:3])[CH2:13][CH2:12]1. The yield is 0.840.